Dataset: Catalyst prediction with 721,799 reactions and 888 catalyst types from USPTO. Task: Predict which catalyst facilitates the given reaction. Reactant: [Cl:1][C:2]1[CH:10]=[C:9]2[C:5]([CH:6]=[C:7]([C:11]([O:13][CH2:14]C)=[O:12])[NH:8]2)=[CH:4][CH:3]=1.[Mg].[Cl-].[NH4+].C(OCC)(=O)C. Product: [Cl:1][C:2]1[CH:10]=[C:9]2[C:5]([CH2:6][CH:7]([C:11]([O:13][CH3:14])=[O:12])[NH:8]2)=[CH:4][CH:3]=1. The catalyst class is: 5.